Predict the reactants needed to synthesize the given product. From a dataset of Full USPTO retrosynthesis dataset with 1.9M reactions from patents (1976-2016). (1) Given the product [Cl:1][C:2]1[CH:6]=[C:5]([C:7]2[N:8]([CH3:12])[N:9]=[CH:10][N:11]=2)[S:4][C:3]=1[C:13]1[N:17]2[N:18]=[C:19]([CH3:27])[CH:20]=[C:21]([C:22]([OH:26])([CH2:30][CH2:29][CH3:33])[CH2:23][CH2:24][CH3:25])[C:16]2=[N:15][C:14]=1[CH3:28], predict the reactants needed to synthesize it. The reactants are: [Cl:1][C:2]1[CH:6]=[C:5]([C:7]2[N:8]([CH3:12])[N:9]=[CH:10][N:11]=2)[S:4][C:3]=1[C:13]1[N:17]2[N:18]=[C:19]([CH3:27])[CH:20]=[C:21]([C:22](=[O:26])[CH2:23][CH2:24][CH3:25])[C:16]2=[N:15][C:14]=1[CH3:28].[CH2:29]1[CH2:33]OC[CH2:30]1.C([Mg]Br)CC.C(OCC)C. (2) Given the product [NH2:41][C:37]1[N:36]=[CH:35][N:34]=[C:33]2[C:38]=1[N:39]=[CH:40][N:32]2[C@H:24]1[C@@H:25]2[O:29][C:28]([CH3:30])([CH3:31])[O:27][C@@H:26]2[C@@H:22]([CH2:21][N:20]([CH:17]([CH3:19])[CH3:18])[CH2:2][CH2:3][CH2:4][CH2:5][N:6]2[C:14](=[O:15])[C:13]3[C:8](=[CH:9][CH:10]=[CH:11][CH:12]=3)[C:7]2=[O:16])[O:23]1, predict the reactants needed to synthesize it. The reactants are: O[CH2:2][CH2:3][CH2:4][CH2:5][N:6]1[C:14](=[O:15])[C:13]2[C:8](=[CH:9][CH:10]=[CH:11][CH:12]=2)[C:7]1=[O:16].[CH:17]([NH:20][CH2:21][C@@H:22]1[C@H:26]2[O:27][C:28]([CH3:31])([CH3:30])[O:29][C@H:25]2[C@H:24]([N:32]2[CH:40]=[N:39][C:38]3[C:33]2=[N:34][CH:35]=[N:36][C:37]=3[NH2:41])[O:23]1)([CH3:19])[CH3:18].O=C1C2C(=CC=CC=2)C(=O)N1CCCC=O.[BH-](OC(C)=O)(OC(C)=O)OC(C)=O.[Na+].C([O-])(O)=O.[Na+]. (3) Given the product [CH3:41][N:13]([CH3:12])[CH2:14][CH2:15][N:16]([CH3:40])[C:17](=[O:39])[CH:18]=[CH:19][C:20]1[C:28]2[C:23](=[CH:24][C:25](/[CH:29]=[C:5]3/[C:6](=[O:11])[NH:7][C:8]4[C:4]/3=[CH:3][C:2]([CH3:1])=[CH:10][CH:9]=4)=[CH:26][CH:27]=2)[NH:22][N:21]=1, predict the reactants needed to synthesize it. The reactants are: [CH3:1][C:2]1[CH:3]=[C:4]2[C:8](=[CH:9][CH:10]=1)[NH:7][C:6](=[O:11])[CH2:5]2.[CH3:12][N:13]([CH3:41])[CH2:14][CH2:15][N:16]([CH3:40])[C:17](=[O:39])/[CH:18]=[CH:19]/[C:20]1[C:28]2[C:23](=[CH:24][C:25]([CH:29]=O)=[CH:26][CH:27]=2)[N:22](COCC[Si](C)(C)C)[N:21]=1. (4) Given the product [NH2:1][C:4]1[CH:5]=[C:6]([C:9]([O:11][CH3:12])=[O:10])[NH:7][N:8]=1, predict the reactants needed to synthesize it. The reactants are: [N+:1]([C:4]1[NH:8][N:7]=[C:6]([C:9]([O:11][CH3:12])=[O:10])[CH:5]=1)([O-])=O.